This data is from Reaction yield outcomes from USPTO patents with 853,638 reactions. The task is: Predict the reaction yield, written as a fraction of the theoretical maximum amount of product (1.0 means a 100% yield; for example, 0.34 means a 34% yield). (1) The reactants are [C:1]([O:6][CH2:7][CH2:8][N:9]=[C:10]=[O:11])(=[O:5])[C:2]([CH3:4])=[CH2:3].[OH2:12]. The catalyst is C1COCC1. The product is [C:1]([O:6][CH2:7][CH2:8][NH:9][C:10]([NH:9][CH2:8][CH2:7][O:12][C:1](=[O:5])[C:2]([CH3:4])=[CH2:3])=[O:11])(=[O:5])[C:2]([CH3:4])=[CH2:3]. The yield is 0.840. (2) The reactants are [CH:1]1[C:9]2[C:8]3[CH:10]=[CH:11][CH:12]=[CH:13][C:7]=3[O:6][C:5]=2[C:4](B(O)O)=[CH:3][CH:2]=1.Cl[C:18]1[CH:23]=[CH:22][C:21]([Cl:24])=[CH:20][N:19]=1.C(=O)([O-])[O-].[K+].[K+].C(COC)OC. The catalyst is C1C=CC([P]([Pd]([P](C2C=CC=CC=2)(C2C=CC=CC=2)C2C=CC=CC=2)([P](C2C=CC=CC=2)(C2C=CC=CC=2)C2C=CC=CC=2)[P](C2C=CC=CC=2)(C2C=CC=CC=2)C2C=CC=CC=2)(C2C=CC=CC=2)C2C=CC=CC=2)=CC=1.O. The product is [Cl:24][C:21]1[CH:22]=[CH:23][C:18]([C:4]2[C:5]3[O:6][C:7]4[CH:13]=[CH:12][CH:11]=[CH:10][C:8]=4[C:9]=3[CH:1]=[CH:2][CH:3]=2)=[N:19][CH:20]=1. The yield is 0.760. (3) The catalyst is CN(C)C1C=CN=CC=1.ClCCl. The yield is 0.880. The product is [C:30]1([S:27]([O:16][CH2:15][CH2:14][O:13][C:12]2[CH:17]=[CH:18][C:9]([B:4]3[O:3][C:2]([CH3:19])([CH3:1])[C:6]([CH3:7])([CH3:8])[O:5]3)=[CH:10][CH:11]=2)(=[O:29])=[O:28])[CH:36]=[CH:35][CH:33]=[CH:32][CH:31]=1. The reactants are [CH3:1][C:2]1([CH3:19])[C:6]([CH3:8])([CH3:7])[O:5][B:4]([C:9]2[CH:18]=[CH:17][C:12]([O:13][CH2:14][CH2:15][OH:16])=[CH:11][CH:10]=2)[O:3]1.C(N(CC)CC)C.[S:27](Cl)([C:30]1[CH:36]=[CH:35][C:33](C)=[CH:32][CH:31]=1)(=[O:29])=[O:28]. (4) The reactants are [C:1]([C:5]1[CH:23]=[CH:22][C:8]([C:9]([NH:11][C:12]2[N:13]=[C:14]3[CH:19]=[CH:18][CH:17]=[C:16]([CH3:20])[N:15]3[CH:21]=2)=[O:10])=[CH:7][CH:6]=1)([CH3:4])([CH3:3])[CH3:2].[C:24]([C:28]1[CH:36]=[CH:35][C:31]([C:32](Cl)=[O:33])=[CH:30][CH:29]=1)([CH3:27])([CH3:26])[CH3:25].C(N(CC)CC)C.C(=O)([O-])O.[Na+]. The catalyst is C(#N)C. The product is [C:1]([C:5]1[CH:23]=[CH:22][C:8]([C:9]([N:11]([C:32](=[O:33])[C:31]2[CH:35]=[CH:36][C:28]([C:24]([CH3:26])([CH3:25])[CH3:27])=[CH:29][CH:30]=2)[C:12]2[N:13]=[C:14]3[CH:19]=[CH:18][CH:17]=[C:16]([CH3:20])[N:15]3[CH:21]=2)=[O:10])=[CH:7][CH:6]=1)([CH3:4])([CH3:2])[CH3:3]. The yield is 0.697.